This data is from CYP3A4 inhibition data for predicting drug metabolism from PubChem BioAssay. The task is: Regression/Classification. Given a drug SMILES string, predict its absorption, distribution, metabolism, or excretion properties. Task type varies by dataset: regression for continuous measurements (e.g., permeability, clearance, half-life) or binary classification for categorical outcomes (e.g., BBB penetration, CYP inhibition). Dataset: cyp3a4_veith. The result is 0 (non-inhibitor). The compound is O=c1[nH]c2ccccc2n1CCCN1CCC(n2c(=O)[nH]c3cc(Cl)ccc32)CC1.